From a dataset of NCI-60 drug combinations with 297,098 pairs across 59 cell lines. Regression. Given two drug SMILES strings and cell line genomic features, predict the synergy score measuring deviation from expected non-interaction effect. (1) Drug 1: CC(C)(C#N)C1=CC(=CC(=C1)CN2C=NC=N2)C(C)(C)C#N. Drug 2: CCC1(C2=C(COC1=O)C(=O)N3CC4=CC5=C(C=CC(=C5CN(C)C)O)N=C4C3=C2)O.Cl. Cell line: MCF7. Synergy scores: CSS=9.86, Synergy_ZIP=-2.35, Synergy_Bliss=0.975, Synergy_Loewe=-8.65, Synergy_HSA=-0.361. (2) Drug 1: C1CCC(C1)C(CC#N)N2C=C(C=N2)C3=C4C=CNC4=NC=N3. Drug 2: CCN(CC)CCNC(=O)C1=C(NC(=C1C)C=C2C3=C(C=CC(=C3)F)NC2=O)C. Cell line: T-47D. Synergy scores: CSS=-4.59, Synergy_ZIP=4.64, Synergy_Bliss=5.18, Synergy_Loewe=3.66, Synergy_HSA=-0.538. (3) Drug 1: CC1OCC2C(O1)C(C(C(O2)OC3C4COC(=O)C4C(C5=CC6=C(C=C35)OCO6)C7=CC(=C(C(=C7)OC)O)OC)O)O. Drug 2: CS(=O)(=O)OCCCCOS(=O)(=O)C. Cell line: UO-31. Synergy scores: CSS=14.2, Synergy_ZIP=-2.78, Synergy_Bliss=0.494, Synergy_Loewe=-15.2, Synergy_HSA=2.53. (4) Drug 1: CC1C(C(CC(O1)OC2CC(CC3=C2C(=C4C(=C3O)C(=O)C5=C(C4=O)C(=CC=C5)OC)O)(C(=O)C)O)N)O.Cl. Drug 2: CC1CCC2CC(C(=CC=CC=CC(CC(C(=O)C(C(C(=CC(C(=O)CC(OC(=O)C3CCCCN3C(=O)C(=O)C1(O2)O)C(C)CC4CCC(C(C4)OC)O)C)C)O)OC)C)C)C)OC. Cell line: HCT-15. Synergy scores: CSS=26.5, Synergy_ZIP=-6.61, Synergy_Bliss=-3.90, Synergy_Loewe=-9.71, Synergy_HSA=-0.946. (5) Drug 1: CC1=C(C(=CC=C1)Cl)NC(=O)C2=CN=C(S2)NC3=CC(=NC(=N3)C)N4CCN(CC4)CCO. Drug 2: C(CN)CNCCSP(=O)(O)O. Cell line: OVCAR-4. Synergy scores: CSS=1.55, Synergy_ZIP=1.66, Synergy_Bliss=2.14, Synergy_Loewe=-0.0411, Synergy_HSA=-0.0169. (6) Drug 1: CC1=C(N=C(N=C1N)C(CC(=O)N)NCC(C(=O)N)N)C(=O)NC(C(C2=CN=CN2)OC3C(C(C(C(O3)CO)O)O)OC4C(C(C(C(O4)CO)O)OC(=O)N)O)C(=O)NC(C)C(C(C)C(=O)NC(C(C)O)C(=O)NCCC5=NC(=CS5)C6=NC(=CS6)C(=O)NCCC[S+](C)C)O. Drug 2: CS(=O)(=O)OCCCCOS(=O)(=O)C. Cell line: HS 578T. Synergy scores: CSS=36.4, Synergy_ZIP=-14.7, Synergy_Bliss=-3.94, Synergy_Loewe=-35.7, Synergy_HSA=-1.07.